The task is: Predict the reaction yield, written as a fraction of the theoretical maximum amount of product (1.0 means a 100% yield; for example, 0.34 means a 34% yield).. This data is from Reaction yield outcomes from USPTO patents with 853,638 reactions. (1) The yield is 1.00. The catalyst is CCO. The reactants are [CH2:1]([O:3][C:4]([C:7]1[N:11]([CH2:12][CH:13]2[CH2:18][CH2:17][O:16][CH2:15][CH2:14]2)[C:10]2[CH:19]=[CH:20][C:21]([N:23](C)[C:24](=O)C)=[CH:22][C:9]=2[N:8]=1)([CH3:6])[CH3:5])[CH3:2]. The product is [CH2:1]([O:3][C:4]([C:7]1[N:11]([CH2:12][CH:13]2[CH2:18][CH2:17][O:16][CH2:15][CH2:14]2)[C:10]2[CH:19]=[CH:20][C:21]([NH:23][CH3:24])=[CH:22][C:9]=2[N:8]=1)([CH3:5])[CH3:6])[CH3:2]. (2) The reactants are C([O:3][C:4](=[O:29])[CH2:5][CH2:6][N:7]([CH2:20][NH:21][C:22]([O:24][C:25]([CH3:28])([CH3:27])[CH3:26])=[O:23])[C:8](=[O:19])[CH2:9][N:10]1[CH:18]=[C:16]([CH3:17])[C:14](=[O:15])[NH:13][C:11]1=[O:12])C. The catalyst is C1COCC1.[Li+].[OH-]. The product is [C:25]([O:24][C:22]([NH:21][CH2:20][N:7]([C:8](=[O:19])[CH2:9][N:10]1[CH:18]=[C:16]([CH3:17])[C:14](=[O:15])[NH:13][C:11]1=[O:12])[CH2:6][CH2:5][C:4]([OH:29])=[O:3])=[O:23])([CH3:28])([CH3:26])[CH3:27]. The yield is 0.920. (3) The reactants are CC(OC([N:8](C(OC(C)(C)C)=O)[N:9]([C:17]1[C:22]([F:23])=[C:21]([N:24]2[CH2:33][CH2:32][N:31]3[C@@H:26]([CH2:27][O:28][CH2:29][CH2:30]3)[CH2:25]2)[N:20]=[C:19]([Cl:34])[N:18]=1)C(OC(C)(C)C)=O)=O)(C)C.Cl.O1CCOCC1. The catalyst is CO. The product is [Cl:34][C:19]1[N:20]=[C:21]([N:24]2[CH2:33][CH2:32][N:31]3[C@@H:26]([CH2:27][O:28][CH2:29][CH2:30]3)[CH2:25]2)[C:22]([F:23])=[C:17]([NH:9][NH2:8])[N:18]=1. The yield is 0.650. (4) The reactants are [C:1]1([C:7]2[CH:8]=[CH:9][C:10]3[N:11]([C:13]([C:17]4[S:18][C:19]([C:28]([O:30][CH2:31][CH3:32])=[O:29])=[C:20]([C:22]5[CH:27]=[CH:26][CH:25]=[CH:24][CH:23]=5)[N:21]=4)=[C:14]([CH3:16])[N:15]=3)[CH:12]=2)[CH2:6][CH2:5][CH2:4][CH2:3][CH:2]=1. The catalyst is C(O)(=O)C.CO.[C].[Pd]. The product is [CH:1]1([C:7]2[CH:8]=[CH:9][C:10]3[N:11]([C:13]([C:17]4[S:18][C:19]([C:28]([O:30][CH2:31][CH3:32])=[O:29])=[C:20]([C:22]5[CH:23]=[CH:24][CH:25]=[CH:26][CH:27]=5)[N:21]=4)=[C:14]([CH3:16])[N:15]=3)[CH:12]=2)[CH2:2][CH2:3][CH2:4][CH2:5][CH2:6]1. The yield is 0.690. (5) The reactants are [CH3:1][C@H:2]([CH2:9][CH2:10][CH2:11][C@H:12]([CH3:19])[CH2:13][CH2:14][CH2:15][CH:16]([CH3:18])[CH3:17])[CH2:3][CH2:4][CH2:5][C:6](=[O:8])[CH3:7].[CH:20]#[CH:21].N.[OH-].[K+]. The catalyst is C(O)(=O)C. The product is [CH3:7][C:6]([OH:8])([CH2:5][CH2:4][CH2:3][C@H:2]([CH3:1])[CH2:9][CH2:10][CH2:11][C@H:12]([CH3:19])[CH2:13][CH2:14][CH2:15][CH:16]([CH3:18])[CH3:17])[C:20]#[CH:21]. The yield is 0.700. (6) The reactants are C[Si]([N:5]=[C:6]=[O:7])(C)C.[Cl:8][C:9]1[C:14]([S:15][CH3:16])=[C:13]([N:17]2[CH2:22][CH2:21][O:20][CH2:19][CH2:18]2)[N:12]=[C:11]([C:23]2[CH:28]=[CH:27][C:26]([NH2:29])=[CH:25][CH:24]=2)[N:10]=1. The catalyst is C1COCC1. The product is [Cl:8][C:9]1[C:14]([S:15][CH3:16])=[C:13]([N:17]2[CH2:22][CH2:21][O:20][CH2:19][CH2:18]2)[N:12]=[C:11]([C:23]2[CH:28]=[CH:27][C:26]([NH:29][C:6]([NH2:5])=[O:7])=[CH:25][CH:24]=2)[N:10]=1. The yield is 0.312.